From a dataset of Forward reaction prediction with 1.9M reactions from USPTO patents (1976-2016). Predict the product of the given reaction. The product is: [F:10][C:11]1[CH:16]=[CH:15][C:14]([O:17][C:2]2[CH:9]=[CH:8][C:5]([CH:6]=[O:7])=[CH:4][CH:3]=2)=[CH:13][C:12]=1[C:18]([F:19])([F:20])[F:21]. Given the reactants F[C:2]1[CH:9]=[CH:8][C:5]([CH:6]=[O:7])=[CH:4][CH:3]=1.[F:10][C:11]1[CH:16]=[CH:15][C:14]([OH:17])=[CH:13][C:12]=1[C:18]([F:21])([F:20])[F:19], predict the reaction product.